From a dataset of Forward reaction prediction with 1.9M reactions from USPTO patents (1976-2016). Predict the product of the given reaction. The product is: [C:28]([C:25]1([C:21]2[CH:20]=[C:19]([CH:24]=[CH:23][CH:22]=2)[C:18]([NH:17][C:13]2[CH:12]=[C:11]([CH:16]=[CH:15][CH:14]=2)[O:10][C:7]2[CH:8]=[CH:9][C:4]3[N:5]([CH:31]=[C:2]([NH:1][C:38]([C:36]4[CH:35]=[N:34][N:33]([CH3:32])[CH:37]=4)=[O:39])[N:3]=3)[N:6]=2)=[O:30])[CH2:27][CH2:26]1)#[N:29]. Given the reactants [NH2:1][C:2]1[N:3]=[C:4]2[CH:9]=[CH:8][C:7]([O:10][C:11]3[CH:12]=[C:13]([NH:17][C:18](=[O:30])[C:19]4[CH:24]=[CH:23][CH:22]=[C:21]([C:25]5([C:28]#[N:29])[CH2:27][CH2:26]5)[CH:20]=4)[CH:14]=[CH:15][CH:16]=3)=[N:6][N:5]2[CH:31]=1.[CH3:32][N:33]1[CH:37]=[C:36]([C:38](O)=[O:39])[CH:35]=[N:34]1.C(Cl)(=O)C(Cl)=O.O1CCCC1, predict the reaction product.